From a dataset of Catalyst prediction with 721,799 reactions and 888 catalyst types from USPTO. Predict which catalyst facilitates the given reaction. Reactant: I[C:2]1[C:10]2[C:9]([NH2:11])=[N:8][CH:7]=[N:6][C:5]=2[N:4]([C@H:12]2[CH2:17][CH2:16][C@H:15]([N:18]3[CH2:23][CH2:22][N:21]([CH3:24])[CH2:20][CH2:19]3)[CH2:14][CH2:13]2)[CH:3]=1.[C:25]1([O:31][C:32]2[CH:37]=[CH:36][C:35](B3OC(C)(C)C(C)(C)O3)=[C:34]([CH3:47])[CH:33]=2)[CH:30]=[CH:29][CH:28]=[CH:27][CH:26]=1.C(=O)([O-])[O-].[Na+].[Na+]. Product: [CH3:47][C:34]1[CH:33]=[C:32]([O:31][C:25]2[CH:30]=[CH:29][CH:28]=[CH:27][CH:26]=2)[CH:37]=[CH:36][C:35]=1[C:2]1[C:10]2[C:9]([NH2:11])=[N:8][CH:7]=[N:6][C:5]=2[N:4]([C@H:12]2[CH2:17][CH2:16][C@H:15]([N:18]3[CH2:23][CH2:22][N:21]([CH3:24])[CH2:20][CH2:19]3)[CH2:14][CH2:13]2)[CH:3]=1. The catalyst class is: 35.